Task: Predict the reactants needed to synthesize the given product.. Dataset: Full USPTO retrosynthesis dataset with 1.9M reactions from patents (1976-2016) (1) Given the product [C:1]1([S:7]([N:10]2[C:14]3=[N:15][CH:16]=[C:17]([CH2:19][CH:20]4[CH2:24][O:23][C:22]([CH3:26])([CH3:25])[O:21]4)[CH:18]=[C:13]3[CH:12]=[C:11]2[CH:58]([OH:59])[CH2:53][CH:32]2[CH2:31][CH2:33][CH2:38][CH2:37]2)(=[O:9])=[O:8])[CH:2]=[CH:3][CH:4]=[CH:5][CH:6]=1, predict the reactants needed to synthesize it. The reactants are: [C:1]1([S:7]([N:10]2[C:14]3=[N:15][CH:16]=[C:17]([CH2:19][CH:20]4[CH2:24][O:23][C:22]([CH3:26])([CH3:25])[O:21]4)[CH:18]=[C:13]3[CH:12]=[CH:11]2)(=[O:9])=[O:8])[CH:6]=[CH:5][CH:4]=[CH:3][CH:2]=1.C([N-][CH:31]([CH3:33])[CH3:32])(C)C.[Li+].C([Li])C[CH2:37][CH3:38].CCCCCC.C(NC(C)C)(C)C.[CH:53]1([CH:58]=[O:59])CCCC1. (2) Given the product [Cl:14][C:15]1[CH:20]=[C:19]([N:21]2[C:10]([CH3:11])=[CH:9][C:4]([OH:3])=[CH:5][C:6]2=[O:8])[C:18]([CH3:22])=[CH:17][N:16]=1, predict the reactants needed to synthesize it. The reactants are: CC1(C)O[C:6](=[O:8])[CH:5]=[C:4]([CH2:9][C:10](=O)[CH3:11])[O:3]1.[Cl:14][C:15]1[CH:20]=[C:19]([NH2:21])[C:18]([CH3:22])=[CH:17][N:16]=1.O.